Dataset: Catalyst prediction with 721,799 reactions and 888 catalyst types from USPTO. Task: Predict which catalyst facilitates the given reaction. Reactant: [C:1]1([C:7]2[N:12]=[C:11]([C:13]([O:15]C)=[O:14])[CH:10]=[C:9]([CH2:17][N:18]3[CH2:22][CH2:21][CH2:20][CH2:19]3)[N:8]=2)[CH:6]=[CH:5][CH:4]=[CH:3][CH:2]=1.O[Li].O.CO.Cl. Product: [C:1]1([C:7]2[N:12]=[C:11]([C:13]([OH:15])=[O:14])[CH:10]=[C:9]([CH2:17][N:18]3[CH2:22][CH2:21][CH2:20][CH2:19]3)[N:8]=2)[CH:2]=[CH:3][CH:4]=[CH:5][CH:6]=1. The catalyst class is: 6.